Dataset: Reaction yield outcomes from USPTO patents with 853,638 reactions. Task: Predict the reaction yield, written as a fraction of the theoretical maximum amount of product (1.0 means a 100% yield; for example, 0.34 means a 34% yield). (1) The catalyst is O.C1COCC1. The reactants are Br.[NH2:2][CH:3]([CH3:13])[CH2:4][C:5]1[CH:6]=[C:7]([OH:12])[C:8]([OH:11])=[CH:9][CH:10]=1.C(=O)(O)[O-].[Na+].[C:19](O[C:19]([O:21][C:22]([CH3:25])([CH3:24])[CH3:23])=[O:20])([O:21][C:22]([CH3:25])([CH3:24])[CH3:23])=[O:20]. The product is [C:22]([O:21][C:19](=[O:20])[NH:2][CH:3]([CH3:13])[CH2:4][C:5]1[CH:10]=[CH:9][C:8]([OH:11])=[C:7]([OH:12])[CH:6]=1)([CH3:25])([CH3:24])[CH3:23]. The yield is 0.460. (2) The reactants are CN(C)[CH:3]=[O:4].[C:6](=[O:9])([O-])[O-].[K+].[K+].Br[CH2:13][C:14](OC)=[O:15].[C:18]1([OH:34])[C:28]2[CH2:27][CH2:26][C:25]3[CH:29]=[CH:30][CH:31]=[CH:32][C:24]=3[O:23][C:22]=2[CH:21]=[C:20](O)[CH:19]=1. The catalyst is CCCCCC. The product is [OH:15][CH2:14][CH2:13][O:34][C:18]1[C:28]2[CH2:27][CH2:26][C:25]3[CH:29]=[CH:30][CH:31]=[CH:32][C:24]=3[O:23][C:22]=2[CH:21]=[C:20]([O:9][CH2:6][CH2:3][OH:4])[CH:19]=1. The yield is 0.580. (3) The reactants are [Br:1][C:2]1[CH:7]=[C:6]([N+:8]([O-:10])=[O:9])[CH:5]=[C:4]([CH3:11])[C:3]=1[OH:12].CCN(CC)CC.[O:20](S(C(F)(F)F)(=O)=O)[S:21]([C:24]([F:27])([F:26])[F:25])(=O)=[O:22].Cl. The catalyst is C(Cl)Cl. The product is [F:25][C:24]([F:27])([F:26])[S:21]([O:12][C:3]1[C:4]([CH3:11])=[CH:5][C:6]([N+:8]([O-:10])=[O:9])=[CH:7][C:2]=1[Br:1])(=[O:22])=[O:20]. The yield is 0.850. (4) The reactants are [CH3:1][N:2]([CH3:36])[C:3]([CH:5]([NH:25][S:26]([C:29]1[CH:34]=[CH:33][C:32]([CH3:35])=[CH:31][CH:30]=1)(=[O:28])=[O:27])[CH2:6][C:7]1[CH:24]=[CH:23][C:10]([O:11][C:12]2[CH:17]=[CH:16][C:15]([CH2:18][CH2:19][C:20](O)=[O:21])=[CH:14][CH:13]=2)=[CH:9][CH:8]=1)=[O:4].ON1C2C=CC=CC=2N=N1.CCN=C=NCCCN(C)C.C(N(CC)CC)C.Cl.[CH2:66]([O:73][NH2:74])[C:67]1[CH:72]=[CH:71][CH:70]=[CH:69][CH:68]=1. The catalyst is CN(C=O)C. The product is [CH2:66]([O:73][NH:74][C:20]([CH2:19][CH2:18][C:15]1[CH:16]=[CH:17][C:12]([O:11][C:10]2[CH:9]=[CH:8][C:7]([CH2:6][CH:5]([NH:25][S:26]([C:29]3[CH:34]=[CH:33][C:32]([CH3:35])=[CH:31][CH:30]=3)(=[O:27])=[O:28])[C:3]([N:2]([CH3:36])[CH3:1])=[O:4])=[CH:24][CH:23]=2)=[CH:13][CH:14]=1)=[O:21])[C:67]1[CH:72]=[CH:71][CH:70]=[CH:69][CH:68]=1. The yield is 0.780. (5) The reactants are [Cl-].O[NH3+:3].[C:4](=[O:7])([O-])[OH:5].[Na+].CS(C)=O.[CH2:13]([C:17]1[N:18]=[C:19]([CH3:47])[N:20]([C:40]2[CH:45]=[CH:44][CH:43]=[C:42]([CH3:46])[CH:41]=2)[C:21](=[O:39])[C:22]=1[CH2:23][C:24]1[CH:29]=[CH:28][C:27]([C:30]2[C:31]([C:36]#[N:37])=[CH:32][CH:33]=[CH:34][CH:35]=2)=[CH:26][C:25]=1[F:38])[CH2:14][CH2:15][CH3:16]. The catalyst is O.C(OCC)(=O)C. The product is [CH2:13]([C:17]1[N:18]=[C:19]([CH3:47])[N:20]([C:40]2[CH:45]=[CH:44][CH:43]=[C:42]([CH3:46])[CH:41]=2)[C:21](=[O:39])[C:22]=1[CH2:23][C:24]1[CH:29]=[CH:28][C:27]([C:30]2[CH:35]=[CH:34][CH:33]=[CH:32][C:31]=2[C:36]2[NH:3][C:4](=[O:7])[O:5][N:37]=2)=[CH:26][C:25]=1[F:38])[CH2:14][CH2:15][CH3:16]. The yield is 0.680. (6) The reactants are [Mg].Br[C:3]1[CH:8]=[CH:7][C:6]([CH2:9][CH2:10][CH2:11][CH3:12])=[C:5]([CH3:13])[CH:4]=1.BrCCBr.[N:18]1[C:27]2[C:22](=[CH:23][C:24]([CH:28]=[O:29])=[CH:25][CH:26]=2)[CH:21]=[CH:20][CH:19]=1.[Cl-].[NH4+]. The catalyst is O1CCCC1. The product is [CH2:9]([C:6]1[CH:7]=[CH:8][C:3]([CH:28]([C:24]2[CH:23]=[C:22]3[C:27](=[CH:26][CH:25]=2)[N:18]=[CH:19][CH:20]=[CH:21]3)[OH:29])=[CH:4][C:5]=1[CH3:13])[CH2:10][CH2:11][CH3:12]. The yield is 0.780.